From a dataset of Forward reaction prediction with 1.9M reactions from USPTO patents (1976-2016). Predict the product of the given reaction. (1) Given the reactants C(OC(=O)[NH:7][CH2:8][CH:9]1[C:18]2[C:13](=[CH:14][C:15]([O:19][CH2:20][CH2:21][CH2:22][CH2:23][N:24]3[CH2:29][CH2:28][N:27]([C:30]4[CH:35]=[CH:34][CH:33]=[C:32]([Cl:36])[C:31]=4[Cl:37])[CH2:26][CH2:25]3)=[CH:16][CH:17]=2)[NH:12][C:11](=[O:38])[CH2:10]1)(C)(C)C.C(O)(C(F)(F)F)=O, predict the reaction product. The product is: [NH2:7][CH2:8][CH:9]1[C:18]2[C:13](=[CH:14][C:15]([O:19][CH2:20][CH2:21][CH2:22][CH2:23][N:24]3[CH2:25][CH2:26][N:27]([C:30]4[CH:35]=[CH:34][CH:33]=[C:32]([Cl:36])[C:31]=4[Cl:37])[CH2:28][CH2:29]3)=[CH:16][CH:17]=2)[NH:12][C:11](=[O:38])[CH2:10]1. (2) Given the reactants [C:1](P(C(C)(C)C)C(C)(C)C)(C)(C)[CH3:2].[C:14]1([NH:20][C:21]2[CH:41]=[CH:40][C:24]3[O:25][C:26]4[CH:32]=[C:31]([NH:33][C:34]5[CH:39]=[CH:38][CH:37]=[CH:36][CH:35]=5)[CH:30]=[CH:29][C:27]=4[O:28][C:23]=3[CH:22]=2)[CH:19]=[CH:18][CH:17]=[CH:16][CH:15]=1.Br[C:43]1[C:52]2[C:47](=[CH:48][CH:49]=[CH:50][CH:51]=2)[CH:46]=[CH:45][CH:44]=1.CC(C)([O-])C.[Na+].[C:59]1([CH3:66])[C:60]([CH3:65])=[CH:61][CH:62]=[CH:63][CH:64]=1, predict the reaction product. The product is: [C:43]1([N:20]([C:21]2[CH:41]=[CH:40][C:24]3[O:25][C:26]4[CH:32]=[C:31]([N:33]([C:34]5[CH:35]=[CH:36][CH:37]=[CH:38][CH:39]=5)[C:65]5[C:60]6[C:59](=[CH:64][CH:63]=[CH:62][CH:61]=6)[CH:66]=[CH:2][CH:1]=5)[CH:30]=[CH:29][C:27]=4[O:28][C:23]=3[CH:22]=2)[C:14]2[CH:19]=[CH:18][CH:17]=[CH:16][CH:15]=2)[C:52]2[C:47](=[CH:48][CH:49]=[CH:50][CH:51]=2)[CH:46]=[CH:45][CH:44]=1. (3) Given the reactants CO[CH:3](OC)[N:4]([CH3:6])[CH3:5].[NH2:9][C:10]1[C:14]([CH:15]2[CH2:19][C@@H:18]([O:20][Si:21]([C:34]([CH3:37])([CH3:36])[CH3:35])([C:28]3[CH:33]=[CH:32][CH:31]=[CH:30][CH:29]=3)[C:22]3[CH:27]=[CH:26][CH:25]=[CH:24][CH:23]=3)[C@H:17]([CH2:38][O:39][CH2:40][C:41]3[CH:46]=[CH:45][CH:44]=[CH:43][CH:42]=3)[CH2:16]2)=[CH:13][O:12][C:11]=1[C:47]#[N:48], predict the reaction product. The product is: [CH2:40]([O:39][CH2:38][C@H:17]1[C@H:18]([O:20][Si:21]([C:34]([CH3:37])([CH3:36])[CH3:35])([C:28]2[CH:33]=[CH:32][CH:31]=[CH:30][CH:29]=2)[C:22]2[CH:27]=[CH:26][CH:25]=[CH:24][CH:23]=2)[CH2:19][CH:15]([C:14]2[C:10]([N:9]=[CH:3][N:4]([CH3:5])[CH3:6])=[C:11]([C:47]#[N:48])[O:12][CH:13]=2)[CH2:16]1)[C:41]1[CH:46]=[CH:45][CH:44]=[CH:43][CH:42]=1. (4) Given the reactants [CH2:1]([C:8]1[CH:13]=[CH:12][C:11]([CH2:14][NH2:15])=[CH:10][CH:9]=1)[CH2:2][CH2:3][CH2:4][CH2:5][CH2:6][CH3:7].C(OC([N:23]1[CH2:27][CH2:26][C@H:25]([OH:28])[C@H:24]1[C:29](O)=[O:30])=O)(C)(C)C, predict the reaction product. The product is: [CH2:1]([C:8]1[CH:9]=[CH:10][C:11]([CH2:14][NH:15][C:29]([C@@H:24]2[C@@H:25]([OH:28])[CH2:26][CH2:27][NH:23]2)=[O:30])=[CH:12][CH:13]=1)[CH2:2][CH2:3][CH2:4][CH2:5][CH2:6][CH3:7]. (5) Given the reactants [CH3:1][C:2]1[C:11]2[C:6](=[C:7]([N+:12]([O-])=O)[CH:8]=[CH:9][CH:10]=2)[CH:5]=[CH:4][N:3]=1, predict the reaction product. The product is: [CH3:1][C:2]1[C:11]2[CH:10]=[CH:9][CH:8]=[C:7]([NH2:12])[C:6]=2[CH:5]=[CH:4][N:3]=1. (6) Given the reactants [H-].[Al+3].[Li+].[H-].[H-].[H-].O=[C:8]1[N:12]([C@@H:13]([C:15]2[CH:20]=[CH:19][CH:18]=[CH:17][CH:16]=2)[CH3:14])[CH2:11][C@@H:10]([C:21](OC)=[O:22])[CH2:9]1, predict the reaction product. The product is: [C:15]1([C@H:13]([N:12]2[CH2:8][CH2:9][C@H:10]([CH2:21][OH:22])[CH2:11]2)[CH3:14])[CH:16]=[CH:17][CH:18]=[CH:19][CH:20]=1. (7) Given the reactants BrC1C=C2C(CCNC2=O)=CC=1.[CH3:13][C:14]1([CH3:32])[C:18]([CH3:20])([CH3:19])[O:17][B:16]([C:21]2[CH:30]=[C:29]3[C:24]([CH2:25][CH2:26][NH:27][C:28]3=[O:31])=[CH:23][CH:22]=2)[O:15]1.B(O)O, predict the reaction product. The product is: [CH3:19][C:18]1([CH3:20])[C:14]([CH3:13])([CH3:32])[O:15][B:16]([C:21]2[CH:30]=[C:29]3[C:24]([CH2:25][CH2:26][NH:27][C:28]3=[O:31])=[CH:23][CH:22]=2)[O:17]1.